This data is from Reaction yield outcomes from USPTO patents with 853,638 reactions. The task is: Predict the reaction yield, written as a fraction of the theoretical maximum amount of product (1.0 means a 100% yield; for example, 0.34 means a 34% yield). (1) The reactants are [H-].[Na+].[OH:3][C:4]1[CH:11]=[CH:10][C:7]([CH:8]=[O:9])=[CH:6][CH:5]=1.[CH2:12](Cl)[O:13][CH3:14]. The catalyst is CN(C=O)C. The product is [CH3:12][O:13][CH2:14][O:3][C:4]1[CH:11]=[CH:10][C:7]([CH:8]=[O:9])=[CH:6][CH:5]=1. The yield is 0.930. (2) The yield is 0.723. The reactants are [NH2:1][C:2]1[CH:23]=[CH:22][C:5]([CH2:6][N:7]2[C:15]3[C:10](=[CH:11][CH:12]=[CH:13][CH:14]=3)[C:9]([CH2:16][C:17]([O:19][CH2:20][CH3:21])=[O:18])=[N:8]2)=[CH:4][CH:3]=1.C(N(CC)CC)C.[CH3:31][C:32]1[CH:40]=[CH:39][C:35]([C:36](Cl)=[O:37])=[CH:34][N:33]=1.C(=O)(O)[O-].[Na+]. The catalyst is ClCCl. The product is [CH3:31][C:32]1[CH:40]=[CH:39][C:35]([C:36]([NH:1][C:2]2[CH:3]=[CH:4][C:5]([CH2:6][N:7]3[C:15]4[C:10](=[CH:11][CH:12]=[CH:13][CH:14]=4)[C:9]([CH2:16][C:17]([O:19][CH2:20][CH3:21])=[O:18])=[N:8]3)=[CH:22][CH:23]=2)=[O:37])=[CH:34][N:33]=1.